This data is from Reaction yield outcomes from USPTO patents with 853,638 reactions. The task is: Predict the reaction yield, written as a fraction of the theoretical maximum amount of product (1.0 means a 100% yield; for example, 0.34 means a 34% yield). The reactants are C([O:5][C:6]([C:8]1[CH:16]=[CH:15][C:11]2[CH:12]=[N:13][S:14][C:10]=2[C:9]=1[F:17])=[O:7])(C)(C)C.O.C(O)(C(F)(F)F)=O. The catalyst is C(Cl)Cl. The product is [F:17][C:9]1[C:10]2[S:14][N:13]=[CH:12][C:11]=2[CH:15]=[CH:16][C:8]=1[C:6]([OH:7])=[O:5]. The yield is 1.00.